From a dataset of Forward reaction prediction with 1.9M reactions from USPTO patents (1976-2016). Predict the product of the given reaction. (1) Given the reactants CO[C:18]1[CH:19]=[CH:20][C:21]2[C:22](=[CH:13]C=CC=2)[C:17]=1[C:13]1[C:22]2[C:17](=[CH:18][CH:19]=[CH:20][CH:21]=2)C=CC=1P(C1C=CC=CC=1)C1C=CC=CC=1.[Cl:36][SiH:37]([Cl:39])[Cl:38].C12CC(C=C1)C=C2, predict the reaction product. The product is: [Cl:36][Si:37]([Cl:39])([Cl:38])[C@H:17]1[CH2:18][C@H:19]2[CH2:13][C@@H:22]1[CH2:21][C@@H:20]2[Si:37]([Cl:39])([Cl:38])[Cl:36]. (2) Given the reactants [Cl:1][C:2]1[C:30]([Cl:31])=[CH:29][CH:28]=[CH:27][C:3]=1[CH2:4][N:5]1[C:9]2[CH:10]=[C:11]([N:18]3[CH2:23][CH2:22][O:21][CH2:20][CH2:19]3)[CH:12]=[C:13]([C:14]([O:16]C)=[O:15])[C:8]=2[N:7]=[C:6]1[CH:24]([F:26])[F:25].[Li+].[OH-], predict the reaction product. The product is: [Cl:1][C:2]1[C:30]([Cl:31])=[CH:29][CH:28]=[CH:27][C:3]=1[CH2:4][N:5]1[C:9]2[CH:10]=[C:11]([N:18]3[CH2:23][CH2:22][O:21][CH2:20][CH2:19]3)[CH:12]=[C:13]([C:14]([OH:16])=[O:15])[C:8]=2[N:7]=[C:6]1[CH:24]([F:25])[F:26]. (3) Given the reactants [Cl:1][C:2]1[N:7]=[C:6](Cl)[C:5]([O:9][CH3:10])=[CH:4][N:3]=1.[C:11]([NH:14][CH2:15][CH2:16][NH2:17])(=[O:13])[CH3:12].C(N(C(C)C)C(C)C)C, predict the reaction product. The product is: [Cl:1][C:2]1[N:7]=[C:6]([NH:17][CH2:16][CH2:15][NH:14][C:11](=[O:13])[CH3:12])[C:5]([O:9][CH3:10])=[CH:4][N:3]=1. (4) The product is: [F:20][C:19]([F:22])([F:21])[C:35]([OH:36])=[O:38].[Cl:1][C:2]1[CH:7]=[CH:6][CH:5]=[CH:4][C:3]=1[N:8]1[C:12]2[C:13]([C:19]([F:20])([F:21])[F:22])=[CH:14][C:15]([C:17]([NH2:18])=[O:36])=[CH:16][C:11]=2[N:10]([CH2:26][CH2:27][N:28]([CH2:31][CH3:32])[CH2:29][CH3:30])[C:9]1=[O:23]. Given the reactants [Cl:1][C:2]1[CH:7]=[CH:6][CH:5]=[CH:4][C:3]=1[N:8]1[C:12]2[C:13]([C:19]([F:22])([F:21])[F:20])=[CH:14][C:15]([C:17]#[N:18])=[CH:16][C:11]=2[NH:10][C:9]1=[O:23].[H-].[Na+].[CH3:26][CH2:27][N:28]([CH2:31][CH2:32]Cl)[CH2:29][CH3:30].Cl.[C:35](=[O:38])(O)[O-:36].[Na+], predict the reaction product.